This data is from Full USPTO retrosynthesis dataset with 1.9M reactions from patents (1976-2016). The task is: Predict the reactants needed to synthesize the given product. (1) Given the product [CH3:21][N:18]1[CH2:17][CH2:16][N:15]([C@H:12]2[CH2:13][CH2:14][C@H:9]([NH2:8])[CH2:10][CH2:11]2)[CH2:20][CH2:19]1, predict the reactants needed to synthesize it. The reactants are: C([N:8](CC1C=CC=CC=1)[C@H:9]1[CH2:14][CH2:13][C@H:12]([N:15]2[CH2:20][CH2:19][N:18]([CH3:21])[CH2:17][CH2:16]2)[CH2:11][CH2:10]1)C1C=CC=CC=1.[H][H]. (2) Given the product [CH2:1]([O:3][C:4]1[CH:5]=[C:6]([CH:10]=[CH:11][C:12]=1[O:13][CH3:14])[C:7]([Cl:16])=[O:8])[CH3:2], predict the reactants needed to synthesize it. The reactants are: [CH2:1]([O:3][C:4]1[CH:5]=[C:6]([CH:10]=[CH:11][C:12]=1[O:13][CH3:14])[C:7](O)=[O:8])[CH3:2].C(Cl)[Cl:16].C(Cl)(=O)C(Cl)=O. (3) The reactants are: [Cl:1][C:2]1[CH:7]=[CH:6][C:5]([C:8]2[CH:13]=[CH:12][CH:11]=[C:10]([C:14]([OH:16])=O)[CH:9]=2)=[CH:4][CH:3]=1.[CH3:17][CH2:18]N=C=NCCCN(C)C.[CH:28]1[CH:29]=[CH:30][C:31]2N(O)N=[N:34][C:32]=2[CH:33]=1.[CH3:38]CN(C(C)C)C(C)C.[CH3:47][N:48]([CH:50]=[O:51])C. Given the product [Cl:1][C:2]1[CH:3]=[CH:4][C:5]([C:8]2[CH:13]=[CH:12][CH:11]=[C:10]([C:14]([NH:34][C:32]3[CH:33]=[C:28]([C:50](=[O:51])[NH:48][CH:47]4[CH2:18][CH2:17]4)[CH:29]=[CH:30][C:31]=3[CH3:38])=[O:16])[CH:9]=2)=[CH:6][CH:7]=1, predict the reactants needed to synthesize it.